Dataset: Forward reaction prediction with 1.9M reactions from USPTO patents (1976-2016). Task: Predict the product of the given reaction. (1) Given the reactants [NH2:1][C:2]1[N:7]=[C:6]([S:8][CH:9]([C:11]2[CH:12]=[C:13]([C:17]([O:19]C)=[O:18])[CH:14]=[CH:15][CH:16]=2)[CH3:10])[C:5]([C:21]#[N:22])=[C:4]([C:23]2[CH:28]=[CH:27][C:26]([O:29][CH2:30][CH2:31][O:32][CH3:33])=[CH:25][CH:24]=2)[C:3]=1[C:34]#[N:35].[OH-].[Li+].Cl, predict the reaction product. The product is: [NH2:1][C:2]1[N:7]=[C:6]([S:8][CH:9]([C:11]2[CH:12]=[C:13]([C:17]([OH:19])=[O:18])[CH:14]=[CH:15][CH:16]=2)[CH3:10])[C:5]([C:21]#[N:22])=[C:4]([C:23]2[CH:28]=[CH:27][C:26]([O:29][CH2:30][CH2:31][O:32][CH3:33])=[CH:25][CH:24]=2)[C:3]=1[C:34]#[N:35]. (2) Given the reactants [NH2:1][C:2]1[C:3]([Cl:18])=[N:4][C:5]2[C:10]([C:11]=1[NH:12][CH2:13][C:14]([OH:17])([CH3:16])[CH3:15])=[CH:9][CH:8]=[CH:7][CH:6]=2.C(#N)C.[CH2:22]([O:24][CH2:25][C:26](Cl)=O)[CH3:23].C1(C)C=CC(S(O)(=O)=O)=CC=1, predict the reaction product. The product is: [Cl:18][C:3]1[C:2]2[N:1]=[C:23]([CH2:22][O:24][CH2:25][CH3:26])[N:12]([CH2:13][C:14]([CH3:16])([CH3:15])[OH:17])[C:11]=2[C:10]2[CH:9]=[CH:8][CH:7]=[CH:6][C:5]=2[N:4]=1. (3) Given the reactants [C:1]([C:5]1[N:10]=[C:9]2[N:11]([CH2:14][C:15]3[CH:20]=[CH:19][CH:18]=[CH:17][C:16]=3[C:21]([F:24])([F:23])[F:22])[N:12]=[CH:13][C:8]2=[C:7](Cl)[N:6]=1)([CH3:4])([CH3:3])[CH3:2].[NH:26]1[CH2:30][CH2:29][C@H:28]([OH:31])[CH2:27]1, predict the reaction product. The product is: [C:1]([C:5]1[N:10]=[C:9]2[N:11]([CH2:14][C:15]3[CH:20]=[CH:19][CH:18]=[CH:17][C:16]=3[C:21]([F:24])([F:23])[F:22])[N:12]=[CH:13][C:8]2=[C:7]([N:26]2[CH2:30][CH2:29][C@H:28]([OH:31])[CH2:27]2)[N:6]=1)([CH3:4])([CH3:3])[CH3:2].